From a dataset of Ames mutagenicity test results for genotoxicity prediction. Regression/Classification. Given a drug SMILES string, predict its toxicity properties. Task type varies by dataset: regression for continuous values (e.g., LD50, hERG inhibition percentage) or binary classification for toxic/non-toxic outcomes (e.g., AMES mutagenicity, cardiotoxicity, hepatotoxicity). Dataset: ames. (1) The drug is O=CC(NC(=O)N(CCCl)N=O)C(O)C(O)C(O)CO. The result is 1 (mutagenic). (2) The drug is COc1cc(NS(C)(=O)=O)ccc1Nc1c2ccc(N=[N+]=[N-])cc2nc2c(C)cccc12. The result is 1 (mutagenic).